Dataset: Full USPTO retrosynthesis dataset with 1.9M reactions from patents (1976-2016). Task: Predict the reactants needed to synthesize the given product. (1) Given the product [NH:1]1[C:9]2[C:4](=[CH:5][CH:6]=[CH:7][CH:8]=2)[CH:3]=[C:2]1[CH2:10][OH:11], predict the reactants needed to synthesize it. The reactants are: [NH:1]1[C:9]2[C:4](=[CH:5][CH:6]=[CH:7][CH:8]=2)[CH:3]=[C:2]1[CH:10]=[O:11].N1C2C(=CC=CC=2)C=C1C(OCC)=O.[H-].[H-].[H-].[H-].[Li+].[Al+3]. (2) The reactants are: [C:1]([O:5][C@@H:6]([C:12]1[C:21]([CH3:22])=[CH:20][C:19]2[C:14](=[CH:15][C:16]([C:23]#[C:24][C:25]([C:28]3[CH:33]=[CH:32][C:31]([F:34])=[CH:30][CH:29]=3)([OH:27])[CH3:26])=[CH:17][CH:18]=2)[C:13]=1[C:35]1[CH:40]=[CH:39][C:38]([Cl:41])=[CH:37][CH:36]=1)[C:7]([O:9]CC)=[O:8])([CH3:4])([CH3:3])[CH3:2].[OH-].[Na+]. Given the product [C:1]([O:5][C@@H:6]([C:12]1[C:21]([CH3:22])=[CH:20][C:19]2[C:14](=[CH:15][C:16]([C:23]#[C:24][C:25]([C:28]3[CH:29]=[CH:30][C:31]([F:34])=[CH:32][CH:33]=3)([OH:27])[CH3:26])=[CH:17][CH:18]=2)[C:13]=1[C:35]1[CH:40]=[CH:39][C:38]([Cl:41])=[CH:37][CH:36]=1)[C:7]([OH:9])=[O:8])([CH3:2])([CH3:3])[CH3:4], predict the reactants needed to synthesize it.